From a dataset of NCI-60 drug combinations with 297,098 pairs across 59 cell lines. Regression. Given two drug SMILES strings and cell line genomic features, predict the synergy score measuring deviation from expected non-interaction effect. (1) Drug 1: CC(C1=C(C=CC(=C1Cl)F)Cl)OC2=C(N=CC(=C2)C3=CN(N=C3)C4CCNCC4)N. Cell line: OVCAR-4. Synergy scores: CSS=-1.33, Synergy_ZIP=-1.13, Synergy_Bliss=-2.45, Synergy_Loewe=-8.34, Synergy_HSA=-3.66. Drug 2: C1=NC2=C(N=C(N=C2N1C3C(C(C(O3)CO)O)F)Cl)N. (2) Drug 1: CN1C(=O)N2C=NC(=C2N=N1)C(=O)N. Drug 2: C1CCC(C(C1)N)N.C(=O)(C(=O)[O-])[O-].[Pt+4]. Cell line: IGROV1. Synergy scores: CSS=7.70, Synergy_ZIP=-3.81, Synergy_Bliss=0.193, Synergy_Loewe=-9.68, Synergy_HSA=-0.111.